Dataset: Catalyst prediction with 721,799 reactions and 888 catalyst types from USPTO. Task: Predict which catalyst facilitates the given reaction. Product: [CH3:1][Si:9]([O:14][CH3:15])([O:12][CH3:13])[O:10][CH3:11].[CH2:1]([Si:9]([O:14][CH3:15])([O:10][CH3:11])[O:12][CH3:13])[CH2:2][CH2:3][CH2:4][CH2:5][CH:6]([CH3:8])[CH3:7].[OH-:20].[K+:40]. The catalyst class is: 6. Reactant: [CH2:1]([Si:9]([O:14][CH3:15])([O:12][CH3:13])[O:10][CH3:11])[CH2:2][CH2:3][CH2:4][CH2:5][CH:6]([CH3:8])[CH3:7].CC(CC(C)(C)C)C[Si](OC)(OC)[O:20]C.C[Si](OC)(OC)OC.[OH-].[K+:40].